Dataset: Reaction yield outcomes from USPTO patents with 853,638 reactions. Task: Predict the reaction yield, written as a fraction of the theoretical maximum amount of product (1.0 means a 100% yield; for example, 0.34 means a 34% yield). The yield is 0.730. The catalyst is C(O)C. The reactants are [CH:1](=O)[C:2]1[CH:7]=[CH:6][CH:5]=[CH:4][CH:3]=1.[C:9]1(=[O:15])[CH2:14][CH2:13][CH2:12][CH2:11][CH2:10]1.[OH-].[Na+].O. The product is [CH:1](=[C:10]1[CH2:11][CH2:12][CH2:13][C:14](=[CH:1][C:2]2[CH:7]=[CH:6][CH:5]=[CH:4][CH:3]=2)[C:9]1=[O:15])[C:2]1[CH:7]=[CH:6][CH:5]=[CH:4][CH:3]=1.